From a dataset of Full USPTO retrosynthesis dataset with 1.9M reactions from patents (1976-2016). Predict the reactants needed to synthesize the given product. (1) Given the product [CH2:1]([N:4]([S:27]([CH2:30][C:31]1[CH:32]=[CH:33][CH:34]=[CH:35][CH:36]=1)(=[O:29])=[O:28])[C:5]([CH:7]1[CH2:12][CH2:11][N:10]([C:13]2[C:14]([C:25]#[N:26])=[CH:15][C:16]([C:20]([O:22][CH2:23][CH3:24])=[O:21])=[C:17]([O:19][CH:41]([F:46])[F:45])[N:18]=2)[CH2:9][CH2:8]1)=[O:6])[CH:2]=[CH2:3], predict the reactants needed to synthesize it. The reactants are: [CH2:1]([N:4]([S:27]([CH2:30][C:31]1[CH:36]=[CH:35][CH:34]=[CH:33][CH:32]=1)(=[O:29])=[O:28])[C:5]([CH:7]1[CH2:12][CH2:11][N:10]([C:13]2[NH:18][C:17](=[O:19])[C:16]([C:20]([O:22][CH2:23][CH3:24])=[O:21])=[CH:15][C:14]=2[C:25]#[N:26])[CH2:9][CH2:8]1)=[O:6])[CH:2]=[CH2:3].FS([C:41]([F:46])([F:45])C(O)=O)(=O)=O. (2) Given the product [C:1]([O:4][CH2:5][CH:6]([OH:17])[C@@H:7]([NH:9][C:10]([O:12][C:13]([CH3:16])([CH3:15])[CH3:14])=[O:11])[CH3:8])(=[O:3])[CH3:2], predict the reactants needed to synthesize it. The reactants are: [C:1]([O:4][CH:5](SC)[C:6](=[O:17])[C@@H:7]([NH:9][C:10]([O:12][C:13]([CH3:16])([CH3:15])[CH3:14])=[O:11])[CH3:8])(=[O:3])[CH3:2].CCO.[BH4-].[Na+].Cl. (3) Given the product [Cl:1][C:2]1[C:7]([C:8]#[N:9])=[C:6]([N:10]2[CH2:13][CH:12]([O:14][CH3:15])[CH2:11]2)[C:5]([O:16][CH2:17][CH3:18])=[C:4]([CH:19]([Cl:29])[CH3:20])[CH:3]=1, predict the reactants needed to synthesize it. The reactants are: [Cl:1][C:2]1[C:7]([C:8]#[N:9])=[C:6]([N:10]2[CH2:13][CH:12]([O:14][CH3:15])[CH2:11]2)[C:5]([O:16][CH2:17][CH3:18])=[C:4]([CH:19](O)[CH3:20])[CH:3]=1.CN(C)C=O.S(Cl)([Cl:29])=O. (4) Given the product [N+:6]([C:9]1[CH:15]=[CH:14][C:12]2[O:13][CH2:17][CH:19]([CH2:20][OH:21])[O:16][C:11]=2[CH:10]=1)([O-:8])=[O:7], predict the reactants needed to synthesize it. The reactants are: C(=O)([O-])O.[Na+].[N+:6]([C:9]1[CH:10]=[C:11]([OH:16])[C:12](=[CH:14][CH:15]=1)[OH:13])([O-:8])=[O:7].[CH2:17]([CH:19]1[O:21][CH2:20]1)Cl. (5) Given the product [ClH:7].[CH3:10][CH:9]([N:12]1[CH2:17][CH2:16][CH:15]([O:18][CH:19]2[CH2:24][CH2:23][N:22]([C:26]3[CH:27]=[CH:28][C:29]([C:32]4[O:36][N:35]=[C:34]([CH3:37])[N:33]=4)=[CH:30][CH:31]=3)[CH2:21][CH2:20]2)[CH2:14][CH2:13]1)[CH3:11], predict the reactants needed to synthesize it. The reactants are: CC(C)([O-])C.[Na+].[ClH:7].Cl.[CH:9]([N:12]1[CH2:17][CH2:16][CH:15]([O:18][CH:19]2[CH2:24][CH2:23][NH:22][CH2:21][CH2:20]2)[CH2:14][CH2:13]1)([CH3:11])[CH3:10].Br[C:26]1[CH:31]=[CH:30][C:29]([C:32]2[O:36][N:35]=[C:34]([CH2:37]C)[N:33]=2)=[CH:28][CH:27]=1.CN=C=O. (6) Given the product [OH:1][C:2]1[C:11]([OH:12])=[C:10]2[C:5]([C:6]([C:14]([OH:16])=[O:15])=[CH:7][C:8](=[O:13])[O:9]2)=[CH:4][CH:3]=1, predict the reactants needed to synthesize it. The reactants are: [OH:1][C:2]1[C:11]([OH:12])=[C:10]2[C:5]([C:6]([C:14]([O:16]C)=[O:15])=[CH:7][C:8](=[O:13])[O:9]2)=[CH:4][CH:3]=1.Cl. (7) Given the product [CH3:1]/[CH:2]=[C:3]1\[C:4]([CH2:6][C@H:7]2[C@@H:12]3[CH2:13][CH2:14][C:15]4[C@@:21]([CH3:22])([C@H:11]3[CH2:10][CH2:9][C@:8]\12[CH3:23])[CH2:20][CH2:19][C:17](=[O:18])[CH:16]=4)=[O:5], predict the reactants needed to synthesize it. The reactants are: [CH3:1]/[CH:2]=[C:3]1/[C:4]([CH2:6][C@H:7]2[C@@H:12]3[CH2:13][CH2:14][C:15]4[C@@:21]([CH3:22])([C@H:11]3[CH2:10][CH2:9][C@:8]/12[CH3:23])[CH2:20][CH2:19][C:17](=[O:18])[CH:16]=4)=[O:5].CN(C1C=CC2N=C3C(=CC(C=C3)=[N+](C)C)SC=2C=1)C. (8) Given the product [C:31]([O:32][CH2:18][CH2:17][OH:16])(=[O:34])[C:42]([CH3:43])=[CH2:41], predict the reactants needed to synthesize it. The reactants are: S(OOS([O-])(=O)=O)([O-])(=O)=O.[K+].[K+].S([O-])([O:16][CH2:17][CH2:18]CCCCCCCCCC)(=O)=O.[Na+].[C:31](=[O:34])([O-])[O-:32].[Na+].[Na+].[OH-].[Na+].C(NC(=O)C=C)N[C:41](=O)[CH:42]=[CH2:43].